This data is from Catalyst prediction with 721,799 reactions and 888 catalyst types from USPTO. The task is: Predict which catalyst facilitates the given reaction. (1) Reactant: [Cl:1][C:2]1[N:7]=[CH:6][C:5]([CH2:8][N:9]2[C:14]([CH3:15])=[CH:13][C:12](=[S:16])[N:11]3[N:17]=[C:18]([S:20][CH3:21])[N:19]=[C:10]23)=[CH:4][CH:3]=1.[CH3:22][I:23]. Product: [I-:23].[Cl:1][C:2]1[N:7]=[CH:6][C:5]([CH2:8][N+:9]2[C:10]3[N:11]([N:17]=[C:18]([S:20][CH3:21])[N:19]=3)[C:12]([S:16][CH3:22])=[CH:13][C:14]=2[CH3:15])=[CH:4][CH:3]=1. The catalyst class is: 7. (2) Reactant: Cl.[CH3:2][O:3][C:4]1[CH:9]=[CH:8][C:7]([NH:10][NH2:11])=[CH:6][CH:5]=1.[CH3:12][C:13](=O)[CH2:14][C:15](=O)[CH3:16]. Product: [CH3:2][O:3][C:4]1[CH:9]=[CH:8][C:7]([N:10]2[C:15]([CH3:16])=[CH:14][C:13]([CH3:12])=[N:11]2)=[CH:6][CH:5]=1. The catalyst class is: 15. (3) Reactant: [NH2:1][C:2]1[N:9]=[C:8]([C:10]2[O:11][CH:12]=[CH:13][CH:14]=2)[C:7](Br)=[CH:6][C:3]=1[C:4]#[N:5].[C:16]([C:18]1[CH:23]=[CH:22][C:21](OB(O)O)=[CH:20][CH:19]=1)#[N:17].C(=O)([O-])[O-].[K+].[K+]. Product: [NH2:1][C:2]1[N:9]=[C:8]([C:10]2[O:11][CH:12]=[CH:13][CH:14]=2)[C:7]([C:21]2[CH:22]=[CH:23][C:18]([C:16]#[N:17])=[CH:19][CH:20]=2)=[CH:6][C:3]=1[C:4]#[N:5]. The catalyst class is: 288. (4) Reactant: [C:1]([C:3]1[C:8]([N+]([O-])=O)=[CH:7][CH:6]=[CH:5][C:4]=1[CH3:12])#[N:2].[SH:13][CH2:14][C:15]([O:17][CH2:18][CH3:19])=[O:16].C(=O)([O-])[O-].[K+].[K+]. Product: [NH2:2][C:1]1[C:3]2[C:4]([CH3:12])=[CH:5][CH:6]=[CH:7][C:8]=2[S:13][C:14]=1[C:15]([O:17][CH2:18][CH3:19])=[O:16]. The catalyst class is: 3. (5) Reactant: C([O:3][C:4]([C:6]1[N:7]([CH3:16])[N:8]=[C:9]([C:12]([CH3:15])([CH3:14])[CH3:13])[C:10]=1[Cl:11])=[O:5])C.[OH-].[Na+]. Product: [C:12]([C:9]1[C:10]([Cl:11])=[C:6]([C:4]([OH:5])=[O:3])[N:7]([CH3:16])[N:8]=1)([CH3:15])([CH3:13])[CH3:14]. The catalyst class is: 5. (6) Reactant: [Cl:1][C:2]1[CH:3]=[C:4]([NH2:16])[CH:5]=[CH:6][C:7]=1[O:8][CH2:9][C:10]1[CH:15]=[CH:14][CH:13]=[CH:12][N:11]=1.Cl[C:18]1[C:27]2[C:22](=[CH:23][C:24]([O:32][CH3:33])=[C:25]([O:28]C(=O)C)[CH:26]=2)[N:21]=[CH:20][N:19]=1.CC(O)(C)C. Product: [Cl:1][C:2]1[CH:3]=[C:4]([NH:16][C:18]2[C:27]3[C:22](=[CH:23][C:24]([O:32][CH3:33])=[C:25]([OH:28])[CH:26]=3)[N:21]=[CH:20][N:19]=2)[CH:5]=[CH:6][C:7]=1[O:8][CH2:9][C:10]1[CH:15]=[CH:14][CH:13]=[CH:12][N:11]=1. The catalyst class is: 26. (7) Reactant: [C:1]1([OH:7])[CH:6]=[CH:5][CH:4]=[CH:3][CH:2]=1.[H-].[Na+].[CH3:10][C:11]1[CH:19]=[CH:18][CH:17]=[CH:16][C:12]=1[C:13](Cl)=[O:14].O. Product: [CH3:10][C:11]1[CH:19]=[CH:18][CH:17]=[CH:16][C:12]=1[C:13]([O:7][C:1]1[CH:6]=[CH:5][CH:4]=[CH:3][CH:2]=1)=[O:14]. The catalyst class is: 1.